Dataset: Catalyst prediction with 721,799 reactions and 888 catalyst types from USPTO. Task: Predict which catalyst facilitates the given reaction. (1) Reactant: Cl[C:2]1[N:10]=[CH:9][N:8]=[C:7]2[C:3]=1[N:4]=[C:5]([C:12]1[CH:13]=[N:14][N:15]([CH3:17])[CH:16]=1)[N:6]2[CH3:11].[CH3:18][C:19]1[CH:20]=[C:21]([CH:38]=[CH:39][CH:40]=1)[C:22]([NH:24][CH2:25][C:26]1[CH:31]=[CH:30][CH:29]=[CH:28][C:27]=1[N:32]1[CH2:37][CH2:36][NH:35][CH2:34][CH2:33]1)=[O:23].C(N(CC)CC)C. Product: [CH3:18][C:19]1[CH:20]=[C:21]([CH:38]=[CH:39][CH:40]=1)[C:22]([NH:24][CH2:25][C:26]1[CH:31]=[CH:30][CH:29]=[CH:28][C:27]=1[N:32]1[CH2:33][CH2:34][N:35]([C:2]2[N:10]=[CH:9][N:8]=[C:7]3[C:3]=2[N:4]=[C:5]([C:12]2[CH:13]=[N:14][N:15]([CH3:17])[CH:16]=2)[N:6]3[CH3:11])[CH2:36][CH2:37]1)=[O:23]. The catalyst class is: 32. (2) Reactant: [C:1]([C:3]1[CH:8]=[CH:7][C:6]([CH:9]2[C:14]([C:15]([OH:17])=O)=[C:13]([CH3:18])[N:12]([C:19]3[CH:24]=[CH:23][CH:22]=[C:21]([C:25]([F:28])([F:27])[F:26])[CH:20]=3)[C:11](=[O:29])[NH:10]2)=[C:5]([S:30]([CH2:33][CH3:34])(=[O:32])=[O:31])[CH:4]=1)#[N:2].C[N:36](C(ON1N=NC2C=CC=NC1=2)=[N+](C)C)C.F[P-](F)(F)(F)(F)F.N.O1CCOCC1.CCN(C(C)C)C(C)C. Product: [C:1]([C:3]1[CH:8]=[CH:7][C:6]([CH:9]2[C:14]([C:15]([NH2:36])=[O:17])=[C:13]([CH3:18])[N:12]([C:19]3[CH:24]=[CH:23][CH:22]=[C:21]([C:25]([F:26])([F:28])[F:27])[CH:20]=3)[C:11](=[O:29])[NH:10]2)=[C:5]([S:30]([CH2:33][CH3:34])(=[O:31])=[O:32])[CH:4]=1)#[N:2]. The catalyst class is: 39. (3) Reactant: Cl.[F:2][C:3]1[C:12]([F:13])=[C:11]2[C:6]([CH2:7][CH2:8][CH:9]([CH2:14][CH2:15][CH2:16][CH2:17][CH3:18])[O:10]2)=[C:5]([I:19])[C:4]=1[O:20]COC. Product: [F:2][C:3]1[C:12]([F:13])=[C:11]2[C:6]([CH2:7][CH2:8][CH:9]([CH2:14][CH2:15][CH2:16][CH2:17][CH3:18])[O:10]2)=[C:5]([I:19])[C:4]=1[OH:20]. The catalyst class is: 680. (4) Reactant: [N+:1]([C:4]1[CH:13]=[C:12]2[C:7]([CH2:8][CH2:9][CH2:10][NH:11]2)=[CH:6][CH:5]=1)([O-:3])=[O:2].[C:14](=O)([O-])[O-].[K+].[K+].IC. Product: [CH3:14][N:11]1[C:12]2[C:7](=[CH:6][CH:5]=[C:4]([N+:1]([O-:3])=[O:2])[CH:13]=2)[CH2:8][CH2:9][CH2:10]1. The catalyst class is: 3. (5) Reactant: [NH2:1][C:2]1[CH:3]=[CH:4][C:5](Br)=[C:6]2[C:10]=1[C:9](=[O:11])[N:8]([CH3:12])[CH2:7]2.[O:14]1[CH2:19][CH2:18][CH2:17][CH2:16][CH:15]1[O:20][CH2:21][CH2:22][N:23]1[CH:27]=[C:26](B2OC(C)(C)C(C)(C)O2)[CH:25]=[N:24]1.ClCCl.C(=O)([O-])[O-].[K+].[K+].O. Product: [NH2:1][C:2]1[CH:3]=[CH:4][C:5]([C:26]2[CH:25]=[N:24][N:23]([CH2:22][CH2:21][O:20][CH:15]3[CH2:16][CH2:17][CH2:18][CH2:19][O:14]3)[CH:27]=2)=[C:6]2[C:10]=1[C:9](=[O:11])[N:8]([CH3:12])[CH2:7]2. The catalyst class is: 12.